From a dataset of Reaction yield outcomes from USPTO patents with 853,638 reactions. Predict the reaction yield, written as a fraction of the theoretical maximum amount of product (1.0 means a 100% yield; for example, 0.34 means a 34% yield). (1) The reactants are CC(C)([O-])C.[K+].[CH3:7][CH:8]([C:14]([CH3:16])=[O:15])[C:9]([O:11][CH2:12][CH3:13])=[O:10].Cl[C:18]1[C:23]([C:24]#[N:25])=[C:22]([NH:26][CH3:27])[C:21]([N+:28]([O-:30])=[O:29])=[CH:20][CH:19]=1.[NH4+].[Cl-]. The catalyst is CS(C)=O. The product is [CH2:12]([O:11][C:9](=[O:10])[C:8]([C:18]1[CH:19]=[CH:20][C:21]([N+:28]([O-:30])=[O:29])=[C:22]([NH:26][CH3:27])[C:23]=1[C:24]#[N:25])([CH3:7])[C:14](=[O:15])[CH3:16])[CH3:13]. The yield is 0.600. (2) The reactants are Br[C:2]1[C:7](=[O:8])[N:6]([CH2:9][C:10]2[CH:15]=[CH:14][C:13]([C:16]3[C:17]([C:22]#[N:23])=[CH:18][CH:19]=[CH:20][CH:21]=3)=[CH:12][C:11]=2[F:24])[C:5]([CH2:25][CH2:26][CH3:27])=[N:4][C:3]=1[CH3:28].[CH:29]([O:32][C:33]1[N:38]=[CH:37][C:36](B(O)O)=[CH:35][CH:34]=1)([CH3:31])[CH3:30].C(=O)([O-])[O-].[Cs+].[Cs+].O1CCOCC1. The catalyst is C(OCC)(=O)C.C1C=CC(P(C2C=CC=CC=2)[C-]2C=CC=C2)=CC=1.C1C=CC(P(C2C=CC=CC=2)[C-]2C=CC=C2)=CC=1.Cl[Pd]Cl.[Fe+2].ClCCl. The product is [F:24][C:11]1[CH:12]=[C:13]([C:16]2[C:17]([C:22]#[N:23])=[CH:18][CH:19]=[CH:20][CH:21]=2)[CH:14]=[CH:15][C:10]=1[CH2:9][N:6]1[C:7](=[O:8])[C:2]([C:36]2[CH:37]=[N:38][C:33]([O:32][CH:29]([CH3:31])[CH3:30])=[CH:34][CH:35]=2)=[C:3]([CH3:28])[N:4]=[C:5]1[CH2:25][CH2:26][CH3:27]. The yield is 0.910. (3) The reactants are C([Si]([O:8][CH2:9][C:10]1[CH:15]=[C:14]([O:16][CH2:17][CH3:18])[C:13]([F:19])=[C:12]([O:20][CH2:21][CH3:22])[CH:11]=1)(C)C)(C)(C)C. The catalyst is CO. The product is [CH2:21]([O:20][C:12]1[CH:11]=[C:10]([CH2:9][OH:8])[CH:15]=[C:14]([O:16][CH2:17][CH3:18])[C:13]=1[F:19])[CH3:22]. The yield is 1.00. (4) The reactants are [CH2:1]([O:3][C:4](=[O:19])[CH2:5][C:6]1[NH:11][C:10]2[CH:12]=[CH:13][C:14]([N+:16]([O-])=O)=[CH:15][C:9]=2[S:8][CH:7]=1)[CH3:2].[Sn](Cl)Cl.Cl. The catalyst is C(O)C. The product is [CH2:1]([O:3][C:4](=[O:19])[CH2:5][C:6]1[NH:11][C:10]2[CH:12]=[CH:13][C:14]([NH2:16])=[CH:15][C:9]=2[S:8][CH:7]=1)[CH3:2]. The yield is 0.460. (5) The product is [CH2:16]([O:15][C:13]([CH2:12][O:1][C:2]1[C:3]([C:8]([NH2:10])=[O:9])=[N:4][CH:5]=[CH:6][CH:7]=1)=[O:14])[CH3:17]. The reactants are [OH:1][C:2]1[C:3]([C:8]([NH2:10])=[O:9])=[N:4][CH:5]=[CH:6][CH:7]=1.Br[CH2:12][C:13]([O:15][CH2:16][CH3:17])=[O:14].C(=O)([O-])[O-].[K+].[K+]. The yield is 0.530. The catalyst is CC(=O)CC. (6) The reactants are [NH2:1][C:2]1[CH:10]=[C:9]([F:11])[CH:8]=[CH:7][C:3]=1[C:4]([OH:6])=O.O=S(Cl)Cl.[Cl:16][C:17]1[CH:23]=[CH:22][CH:21]=[CH:20][C:18]=1[NH2:19].C(Cl)(Cl)Cl. The catalyst is C1C=CC=CC=1. The product is [NH2:1][C:2]1[CH:10]=[C:9]([F:11])[CH:8]=[CH:7][C:3]=1[C:4]([NH:19][C:18]1[CH:20]=[CH:21][CH:22]=[CH:23][C:17]=1[Cl:16])=[O:6]. The yield is 0.520. (7) The reactants are [CH:1]([C:3]1[O:4][C:5]([C:8]([OH:10])=[O:9])=[CH:6][CH:7]=1)=O.Cl.[NH2:12]O.C(OC(=O)C)(=O)C.Cl. The catalyst is O.N1C=CC=CC=1. The product is [C:1]([C:3]1[O:4][C:5]([C:8]([OH:10])=[O:9])=[CH:6][CH:7]=1)#[N:12]. The yield is 0.460. (8) The catalyst is CCCCO.CCOC(C)=O. The product is [NH2:8][C:4]1[N:5]=[CH:6][N:7]=[C:2]([NH:15][C@H:16]([C:19]2[N:28]([C:29]3[CH:30]=[CH:31][CH:32]=[CH:33][CH:34]=3)[C:27](=[O:35])[C:26]3[C:21](=[CH:22][CH:23]=[CH:24][C:25]=3[Cl:36])[N:20]=2)[CH2:17][CH3:18])[C:3]=1[C:9]1[O:10][CH2:11][C@H:12]([CH3:14])[N:13]=1. The reactants are Cl[C:2]1[N:7]=[CH:6][N:5]=[C:4]([NH2:8])[C:3]=1[C:9]1[O:10][CH2:11][C@H:12]([CH3:14])[N:13]=1.[NH2:15][C@H:16]([C:19]1[N:28]([C:29]2[CH:34]=[CH:33][CH:32]=[CH:31][CH:30]=2)[C:27](=[O:35])[C:26]2[C:21](=[CH:22][CH:23]=[CH:24][C:25]=2[Cl:36])[N:20]=1)[CH2:17][CH3:18].CCN(C(C)C)C(C)C. The yield is 0.781.